From a dataset of Forward reaction prediction with 1.9M reactions from USPTO patents (1976-2016). Predict the product of the given reaction. (1) Given the reactants [CH3:1][C:2]1[CH:3]=[C:4]2[C:9](=[CH:10][CH:11]=1)[N+:8]([O-])=[CH:7][CH:6]=[CH:5]2.C(Cl)(=O)C1C=CC=CC=1.[CH2:22]([N:24](CC)CC)C, predict the reaction product. The product is: [CH3:1][C:2]1[CH:3]=[C:4]2[C:9](=[CH:10][CH:11]=1)[N:8]=[C:7]([C:22]#[N:24])[CH:6]=[CH:5]2. (2) The product is: [CH2:1]([O:3][C:4](=[O:21])[NH:5][C@@H:6]([C:11]1[CH:16]=[CH:15][CH:14]=[C:13]([C:17]([F:19])([F:18])[F:20])[CH:12]=1)[CH2:7][NH2:8])[CH3:2]. Given the reactants [CH2:1]([O:3][C:4](=[O:21])[NH:5][C@@H:6]([C:11]1[CH:16]=[CH:15][CH:14]=[C:13]([C:17]([F:20])([F:19])[F:18])[CH:12]=1)[CH2:7][N:8]=[N+]=[N-])[CH3:2], predict the reaction product. (3) Given the reactants [CH3:1][C:2]1[N:3]([NH:13][CH:14]=[NH:15])[CH:4]=[C:5]([C:7]2[CH:8]=[N:9][N:10]([CH3:12])[CH:11]=2)[N:6]=1.[C:16](N1C=CN=C1)(N1C=CN=C1)=[O:17], predict the reaction product. The product is: [CH3:1][C:2]1[N:3]2[C:4]([C:16](=[O:17])[NH:15][CH:14]=[N:13]2)=[C:5]([C:7]2[CH:8]=[N:9][N:10]([CH3:12])[CH:11]=2)[N:6]=1.